The task is: Predict the reaction yield, written as a fraction of the theoretical maximum amount of product (1.0 means a 100% yield; for example, 0.34 means a 34% yield).. This data is from Reaction yield outcomes from USPTO patents with 853,638 reactions. (1) The reactants are [C:1]([O:4][CH2:5][C:6]1[C:11]([N:12]2[C:24](=[O:25])[C:23]3[S:22][C:21]4[CH2:20][CH2:19][CH2:18][CH2:17][C:16]=4[C:15]=3[CH2:14][CH2:13]2)=[CH:10][C:9]([F:26])=[CH:8][C:7]=1[C:27]1[CH:32]=[C:31]([NH:33][C:34]2[CH:38]=C(C3CC3)N[N:35]=2)[C:30](=[O:42])[N:29]([CH3:43])[CH:28]=1)(=[O:3])[CH3:2].BrC1C=C(NC2C=[CH:62][C:61]3[CH2:60][N:59]([CH3:64])[CH2:58][CH2:57][C:56]=3N=2)C(=O)N(C)C=1.C(OCC1C(B2OC(C)(C)C(C)(C)O2)=CC=CC=1N1C(=O)C2SC3CCCCC=3C=2CC1)(=O)C. No catalyst specified. The product is [C:1]([O:4][CH2:5][C:6]1[C:11]([N:12]2[C:24](=[O:25])[C:23]3[S:22][C:21]4[CH2:20][CH2:19][CH2:18][CH2:17][C:16]=4[C:15]=3[CH2:14][CH2:13]2)=[CH:10][C:9]([F:26])=[CH:8][C:7]=1[C:27]1[CH:32]=[C:31]([NH:33][C:34]2[CH:38]=[CH:62][C:61]3[CH2:60][N:59]([CH3:64])[CH2:58][CH2:57][C:56]=3[N:35]=2)[C:30](=[O:42])[N:29]([CH3:43])[CH:28]=1)(=[O:3])[CH3:2]. The yield is 0.500. (2) The reactants are CCN(S(F)(F)[F:7])CC.[Cl:10][C:11]1[C:16]([Cl:17])=[CH:15][C:14]([NH:18][C:19]2[C:28]3[C:23](=[CH:24][C:25]([O:32][CH2:33][CH2:34][O:35][CH2:36][CH2:37]O)=[C:26]([N+:29]([O-:31])=[O:30])[CH:27]=3)[N:22]=[CH:21][N:20]=2)=[C:13]([F:39])[CH:12]=1.C(=O)(O)[O-].[Na+]. The catalyst is ClCCl.O. The product is [Cl:10][C:11]1[C:16]([Cl:17])=[CH:15][C:14]([NH:18][C:19]2[C:28]3[C:23](=[CH:24][C:25]([O:32][CH2:33][CH2:34][O:35][CH2:36][CH2:37][F:7])=[C:26]([N+:29]([O-:31])=[O:30])[CH:27]=3)[N:22]=[CH:21][N:20]=2)=[C:13]([F:39])[CH:12]=1. The yield is 0.780. (3) The reactants are [NH:1]1[C:5]([CH:6]2[CH2:11][CH2:10][CH2:9][NH:8][CH2:7]2)=[CH:4][CH:3]=[N:2]1.Cl[C:13]1[N:18]=[C:17]([NH:19][C:20]2[N:25]=[CH:24][C:23]3[N:26]=[C:27]([CH3:32])[N:28]([CH:29]([CH3:31])[CH3:30])[C:22]=3[CH:21]=2)[CH:16]=[CH:15][N:14]=1.C(=O)([O-])[O-].[K+].[K+].CN1CCCC1=O. The catalyst is O. The product is [NH:1]1[C:5]([CH:6]2[CH2:11][CH2:10][CH2:9][N:8]([C:13]3[N:18]=[C:17]([NH:19][C:20]4[N:25]=[CH:24][C:23]5[N:26]=[C:27]([CH3:32])[N:28]([CH:29]([CH3:30])[CH3:31])[C:22]=5[CH:21]=4)[CH:16]=[CH:15][N:14]=3)[CH2:7]2)=[CH:4][CH:3]=[N:2]1. The yield is 0.235.